This data is from Reaction yield outcomes from USPTO patents with 853,638 reactions. The task is: Predict the reaction yield, written as a fraction of the theoretical maximum amount of product (1.0 means a 100% yield; for example, 0.34 means a 34% yield). (1) The reactants are [OH:1][CH2:2][C:3]([NH:7][S:8]([C:11]1[CH:12]=[N:13][C:14](Cl)=[C:15]([Br:17])[CH:16]=1)(=[O:10])=[O:9])([CH2:5][OH:6])[CH3:4].[CH3:19][O-:20].[Na+].Cl. The catalyst is CO. The product is [OH:1][CH2:2][C:3]([NH:7][S:8]([C:11]1[CH:12]=[N:13][C:14]([O:20][CH3:19])=[C:15]([Br:17])[CH:16]=1)(=[O:10])=[O:9])([CH2:5][OH:6])[CH3:4]. The yield is 0.510. (2) The reactants are [C:1]([C:5]1[O:9][N:8]=[C:7]([NH:10][C:11]([NH:13][C:14]2[CH:19]=[CH:18][CH:17]=[C:16]([S:20][C:21]3[C:30]4[C:25](=[CH:26][C:27]([O:41][CH3:42])=[C:28]([O:31][CH2:32][CH2:33][CH2:34][N:35]5[CH2:40][CH2:39][CH2:38][CH2:37][CH2:36]5)[CH:29]=4)[N:24]=[CH:23][N:22]=3)[CH:15]=2)=[O:12])[CH:6]=1)([CH3:4])([CH3:3])[CH3:2].N1CCC([CH2:49][OH:50])CC1. No catalyst specified. The product is [C:1]([C:5]1[O:9][N:8]=[C:7]([NH:10][C:11]([NH:13][C:14]2[CH:19]=[CH:18][CH:17]=[C:16]([S:20][C:21]3[C:30]4[C:25](=[CH:26][C:27]([O:41][CH3:42])=[C:28]([O:31][CH2:32][CH2:33][CH2:34][N:35]5[CH2:40][CH2:39][CH:38]([CH2:49][OH:50])[CH2:37][CH2:36]5)[CH:29]=4)[N:24]=[CH:23][N:22]=3)[CH:15]=2)=[O:12])[CH:6]=1)([CH3:4])([CH3:2])[CH3:3]. The yield is 0.580. (3) The catalyst is CN(C=O)C. The yield is 0.600. The product is [Si:31]([O:4][CH2:3][CH:2]([C:5]1[CH:6]=[C:7]([NH:11][C:12](=[O:21])[O:13][CH2:14][C:15]2[CH:16]=[CH:17][CH:18]=[CH:19][CH:20]=2)[CH:8]=[CH:9][CH:10]=1)[OH:1])([C:28]([CH3:30])([CH3:29])[CH3:27])([CH3:33])[CH3:32]. The reactants are [OH:1][CH:2]([C:5]1[CH:6]=[C:7]([NH:11][C:12](=[O:21])[O:13][CH2:14][C:15]2[CH:20]=[CH:19][CH:18]=[CH:17][CH:16]=2)[CH:8]=[CH:9][CH:10]=1)[CH2:3][OH:4].N1C=CN=C1.[CH3:27][C:28]([Si:31](Cl)([CH3:33])[CH3:32])([CH3:30])[CH3:29]. (4) The reactants are [Cl:1][C:2]1[CH:3]=[C:4]2[C:12](=[C:13]([NH:15][C:16]([C@H:18]3[N:23]([CH2:24][C:25](O)=[O:26])[CH2:22][C:21]([CH3:29])([CH3:28])[O:20][CH2:19]3)=[O:17])[CH:14]=1)[NH:11][C:10]1[CH:9]=[N:8][CH:7]=[CH:6][C:5]2=1.[NH:30]1[CH2:35][CH2:34][CH2:33][CH2:32][CH2:31]1. No catalyst specified. The product is [Cl:1][C:2]1[CH:3]=[C:4]2[C:12](=[C:13]([NH:15][C:16]([C@@H:18]3[CH2:19][O:20][C:21]([CH3:28])([CH3:29])[CH2:22][N:23]3[CH2:24][C:25](=[O:26])[N:30]3[CH2:35][CH2:34][CH2:33][CH2:32][CH2:31]3)=[O:17])[CH:14]=1)[NH:11][C:10]1[CH:9]=[N:8][CH:7]=[CH:6][C:5]2=1. The yield is 0.900. (5) The reactants are [Cl:1][C:2]1[CH:8]=[CH:7][C:5]([NH2:6])=[CH:4][C:3]=1[C:9]([F:12])([F:11])[F:10].C(N(CC)CC)C.[C:20](Cl)(=[O:25])[C:21]([CH3:24])([CH3:23])[CH3:22]. No catalyst specified. The product is [Cl:1][C:2]1[CH:8]=[CH:7][C:5]([NH:6][C:20](=[O:25])[C:21]([CH3:24])([CH3:23])[CH3:22])=[CH:4][C:3]=1[C:9]([F:10])([F:11])[F:12]. The yield is 0.950. (6) The reactants are [C:1]([O:5][C:6]([N:8]1[CH2:13][CH2:12][CH:11]([O:14][C:15]2[CH:20]=[CH:19][C:18]([N+:21]([O-])=O)=[CH:17][C:16]=2[C:24](=[O:26])[NH2:25])[CH2:10][CH2:9]1)=[O:7])([CH3:4])([CH3:3])[CH3:2]. The catalyst is CO.[Pd]. The product is [C:1]([O:5][C:6]([N:8]1[CH2:13][CH2:12][CH:11]([O:14][C:15]2[CH:20]=[CH:19][C:18]([NH2:21])=[CH:17][C:16]=2[C:24](=[O:26])[NH2:25])[CH2:10][CH2:9]1)=[O:7])([CH3:4])([CH3:2])[CH3:3]. The yield is 0.910. (7) The product is [Cl:28][C:25]1[CH:26]=[CH:27][C:22]([CH2:21][NH:20][C:18]([C:13]2[NH:14][C:15]3[C:11]([CH:12]=2)=[CH:10][C:9]([NH:8][C:49]([C@@H:48]2[CH2:52][CH2:53][CH2:54][N:47]2[C:45]([O:44][C:41]([CH3:43])([CH3:42])[CH3:40])=[O:46])=[O:50])=[CH:17][CH:16]=3)=[O:19])=[C:23]([F:39])[C:24]=1[O:29][C:30]1[CH:35]=[C:34]([C:36]#[N:37])[CH:33]=[C:32]([Cl:38])[CH:31]=1. No catalyst specified. The reactants are FC(F)(F)C(O)=O.[NH2:8][C:9]1[CH:10]=[C:11]2[C:15](=[CH:16][CH:17]=1)[NH:14][C:13]([C:18]([NH:20][CH2:21][C:22]1[CH:27]=[CH:26][C:25]([Cl:28])=[C:24]([O:29][C:30]3[CH:35]=[C:34]([C:36]#[N:37])[CH:33]=[C:32]([Cl:38])[CH:31]=3)[C:23]=1[F:39])=[O:19])=[CH:12]2.[CH3:40][C:41]([O:44][C:45]([N:47]1[CH2:54][CH2:53][CH2:52][C@H:48]1[C:49](O)=[O:50])=[O:46])([CH3:43])[CH3:42].CCN(C(C)C)C(C)C.O=C1N(P(Cl)(N2CCOC2=O)=O)CCO1. The yield is 0.510. (8) The reactants are [CH3:1][N:2]([CH3:17])[C:3]1[CH:4]=[C:5]([S:12]([NH:15][CH3:16])(=[O:14])=[O:13])[CH:6]=[C:7]([N+:9]([O-])=O)[CH:8]=1. The catalyst is CO.[Pd]. The product is [NH2:9][C:7]1[CH:6]=[C:5]([S:12]([NH:15][CH3:16])(=[O:14])=[O:13])[CH:4]=[C:3]([N:2]([CH3:17])[CH3:1])[CH:8]=1. The yield is 1.02. (9) The catalyst is C(=O)(O)[O-].[Na+]. The reactants are [CH3:1][CH2:2][C:3]([N:5]([C:20]1[CH:25]=[CH:24][CH:23]=[CH:22][CH:21]=1)[CH:6]1[CH2:11][CH2:10][N:9]([CH2:12][CH2:13][C:14]2[CH:19]=[CH:18][CH:17]=[CH:16][CH:15]=2)[CH2:8][CH2:7]1)=[O:4].C(C(O)(C(O)=O)CC(O)=O)C(O)=O. The yield is 0.940. The product is [CH3:1][CH2:2][C:3]([N:5]([CH:6]1[CH2:7][CH2:8][N:9]([CH2:12][CH2:13][C:14]2[CH:15]=[CH:16][CH:17]=[CH:18][CH:19]=2)[CH2:10][CH2:11]1)[C:20]1[CH:25]=[CH:24][CH:23]=[CH:22][CH:21]=1)=[O:4].